This data is from Peptide-MHC class I binding affinity with 185,985 pairs from IEDB/IMGT. The task is: Regression. Given a peptide amino acid sequence and an MHC pseudo amino acid sequence, predict their binding affinity value. This is MHC class I binding data. (1) The peptide sequence is MAIHRSLTK. The MHC is HLA-A01:01 with pseudo-sequence HLA-A01:01. The binding affinity (normalized) is 0.213. (2) The peptide sequence is AHAGARVNL. The MHC is HLA-B51:01 with pseudo-sequence HLA-B51:01. The binding affinity (normalized) is 0.213. (3) The peptide sequence is NHEQKLSEY. The MHC is HLA-A01:01 with pseudo-sequence HLA-A01:01. The binding affinity (normalized) is 0.149.